This data is from Full USPTO retrosynthesis dataset with 1.9M reactions from patents (1976-2016). The task is: Predict the reactants needed to synthesize the given product. Given the product [NH2:25][C:21]1[O:1][CH:2]2[C:3]3[C:7](=[CH:8][CH:9]=[C:10]2[CH:16]([C:15]2[CH:18]=[CH:19][CH:20]=[C:13]([O:12][CH3:11])[CH:14]=2)[C:22]=1[C:23]#[N:24])[N:6]=[CH:5][CH:4]=3, predict the reactants needed to synthesize it. The reactants are: [OH:1][C:2]1[CH:10]=[CH:9][CH:8]=[C:7]2[C:3]=1[CH:4]=[CH:5][NH:6]2.[CH3:11][O:12][C:13]1[CH:14]=[C:15]([CH:18]=[CH:19][CH:20]=1)[CH:16]=O.[C:21](#[N:25])[CH2:22][C:23]#[N:24].N1CCCCC1.